From a dataset of Full USPTO retrosynthesis dataset with 1.9M reactions from patents (1976-2016). Predict the reactants needed to synthesize the given product. (1) Given the product [CH3:20][O:21][C:22](=[O:33])[CH2:23][CH3:25].[CH3:20][O:21][C:22](=[O:33])[C@@H:23]([NH:24][C:15]([C:12]1[CH:11]=[CH:10][C:9]([C:6]2[CH:5]=[CH:4][C:3]([C:2]([F:1])([F:19])[F:18])=[CH:8][CH:7]=2)=[CH:14][CH:13]=1)=[O:17])[CH2:25][C:26]1[CH:27]=[CH:28][C:29]([O:32][C:35]2[CH:40]=[CH:39][C:38]([C:41]#[N:42])=[CH:37][CH:36]=2)=[CH:30][CH:31]=1, predict the reactants needed to synthesize it. The reactants are: [F:1][C:2]([F:19])([F:18])[C:3]1[CH:8]=[CH:7][C:6]([C:9]2[CH:14]=[CH:13][C:12]([C:15]([OH:17])=O)=[CH:11][CH:10]=2)=[CH:5][CH:4]=1.[CH3:20][O:21][C:22](=[O:33])[C@H:23]([CH2:25][C:26]1[CH:31]=[CH:30][C:29]([OH:32])=[CH:28][CH:27]=1)[NH2:24].F[C:35]1[CH:40]=[CH:39][C:38]([C:41]#[N:42])=[CH:37][CH:36]=1. (2) Given the product [C:1]([O:5][C:6]([N:8]([C:36]([O:38][C:39]([CH3:40])([CH3:42])[CH3:41])=[O:37])[C:9]1[C:18]2[C:13](=[CH:14][C:15]([NH:19][CH:20]([C:25]3[CH:30]=[C:29]([CH2:31][CH3:32])[CH:28]=[C:27]([O:33][CH3:34])[C:26]=3[F:35])[C:21]([OH:23])=[O:22])=[CH:16][CH:17]=2)[CH:12]=[CH:11][N:10]=1)=[O:7])([CH3:4])([CH3:2])[CH3:3], predict the reactants needed to synthesize it. The reactants are: [C:1]([O:5][C:6]([N:8]([C:36]([O:38][C:39]([CH3:42])([CH3:41])[CH3:40])=[O:37])[C:9]1[C:18]2[C:13](=[CH:14][C:15]([NH:19][CH:20]([C:25]3[CH:30]=[C:29]([CH2:31][CH3:32])[CH:28]=[C:27]([O:33][CH3:34])[C:26]=3[F:35])[C:21]([O:23]C)=[O:22])=[CH:16][CH:17]=2)[CH:12]=[CH:11][N:10]=1)=[O:7])([CH3:4])([CH3:3])[CH3:2].[OH-].[Na+]. (3) Given the product [Br:13][C:7]1[C:6]2[C:11](=[C:2]([CH3:1])[CH:3]=[CH:4][CH:5]=2)[C:10](=[O:12])[NH:9][CH:8]=1, predict the reactants needed to synthesize it. The reactants are: [CH3:1][C:2]1[CH:3]=[CH:4][CH:5]=[C:6]2[C:11]=1[C:10](=[O:12])[NH:9][CH:8]=[CH:7]2.[Br:13]Br. (4) Given the product [Br:3][C:4]1[CH:9]=[CH:8][C:7]([S:10][CH2:14][CH:13]([O:16][CH3:17])[O:12][CH3:11])=[CH:6][CH:5]=1, predict the reactants needed to synthesize it. The reactants are: [H-].[Na+].[Br:3][C:4]1[CH:9]=[CH:8][C:7]([SH:10])=[CH:6][CH:5]=1.[CH3:11][O:12][CH:13]([O:16][CH3:17])[CH2:14]Br.